This data is from Peptide-MHC class II binding affinity with 134,281 pairs from IEDB. The task is: Regression. Given a peptide amino acid sequence and an MHC pseudo amino acid sequence, predict their binding affinity value. This is MHC class II binding data. The peptide sequence is PPTVTIFKISKTVSE. The MHC is DRB1_0901 with pseudo-sequence DRB1_0901. The binding affinity (normalized) is 0.525.